From a dataset of Catalyst prediction with 721,799 reactions and 888 catalyst types from USPTO. Predict which catalyst facilitates the given reaction. (1) Reactant: [Cl:1][C:2]1[CH:3]=[CH:4][C:5]([C:8]2[CH:9]=[C:10]([CH:15]=[C:16]([C:18]([CH3:20])=[CH2:19])[CH:17]=2)[C:11]([O:13]C)=[O:12])=[N:6][CH:7]=1.[OH-].[Na+:22].Cl. Product: [Cl-:1].[Na+:22].[Cl:1][C:2]1[CH:3]=[CH:4][C:5]([C:8]2[CH:9]=[C:10]([CH:15]=[C:16]([C:18]([CH3:20])=[CH2:19])[CH:17]=2)[C:11]([OH:13])=[O:12])=[N:6][CH:7]=1. The catalyst class is: 5. (2) Reactant: [OH:1][C:2]1[CH:3]=[C:4]([CH:10]=[CH:11][CH:12]=1)[C:5]([O:7]CC)=[O:6].Br[CH2:14][CH2:15][CH:16]=[CH2:17].C(=O)([O-])[O-].[K+].[K+]. Product: [CH2:17]([O:1][C:2]1[CH:3]=[C:4]([CH:10]=[CH:11][CH:12]=1)[C:5]([OH:7])=[O:6])[CH2:16][CH:15]=[CH2:14]. The catalyst class is: 131. (3) Reactant: [NH2:1][C:2]1[CH:10]=[C:9]([C:11]2[C:16]([C:17]([F:20])([F:19])[F:18])=[CH:15][CH:14]=[CH:13][N:12]=2)[CH:8]=[CH:7][C:3]=1[C:4]([NH2:6])=[O:5].N1C=CC=CC=1.[CH2:27]([O:34][CH2:35][CH2:36][CH2:37][C:38](Cl)=O)[C:28]1[CH:33]=[CH:32][CH:31]=[CH:30][CH:29]=1.[OH-].[Na+]. Product: [CH2:27]([O:34][CH2:35][CH2:36][CH2:37][C:38]1[N:6]=[C:4]([OH:5])[C:3]2[C:2](=[CH:10][C:9]([C:11]3[C:16]([C:17]([F:20])([F:18])[F:19])=[CH:15][CH:14]=[CH:13][N:12]=3)=[CH:8][CH:7]=2)[N:1]=1)[C:28]1[CH:33]=[CH:32][CH:31]=[CH:30][CH:29]=1. The catalyst class is: 1.